Dataset: Reaction yield outcomes from USPTO patents with 853,638 reactions. Task: Predict the reaction yield, written as a fraction of the theoretical maximum amount of product (1.0 means a 100% yield; for example, 0.34 means a 34% yield). (1) The reactants are C[O:2][C:3]1[CH:12]=[C:11]2[C:6]([CH:7]=[CH:8][C:9](C)=[N:10]2)=[CH:5][CH:4]=1.B(Br)(Br)Br.[C:18](=O)([O-])O.[Na+]. The catalyst is ClCCl. The product is [CH3:18][C:8]1[CH:9]=[N:10][C:11]2[C:6]([CH:7]=1)=[CH:5][CH:4]=[C:3]([OH:2])[CH:12]=2. The yield is 0.320. (2) The reactants are [CH3:1][O:2][C:3](=[O:5])[CH3:4].C([Si](C)(C)[O:11][CH:12]([C:37]([CH3:40])([CH3:39])[CH3:38])[CH2:13][O:14][C:15]1[CH:20]=[CH:19][C:18]([C:21]([C:26]2[S:30][C:29]([S:31]([NH2:34])(=[O:33])=[O:32])=[C:28]([CH3:35])[CH:27]=2)([CH2:24][CH3:25])[CH2:22][CH3:23])=[CH:17][C:16]=1[CH3:36])(C)(C)C.F. The catalyst is C(#N)C. The product is [CH3:1][O:2][C:3](=[O:5])[CH3:4].[CH2:22]([C:21]([C:26]1[S:30][C:29]([S:31]([NH2:34])(=[O:33])=[O:32])=[C:28]([CH3:35])[CH:27]=1)([C:18]1[CH:19]=[CH:20][C:15]([O:14][CH2:13][CH:12]([OH:11])[C:37]([CH3:39])([CH3:40])[CH3:38])=[C:16]([CH3:36])[CH:17]=1)[CH2:24][CH3:25])[CH3:23]. The yield is 0.820. (3) The reactants are [Cl:1][C:2]1[C:7]([C:8]([F:11])([F:10])[F:9])=[CH:6][CH:5]=[CH:4][C:3]=1[C:12]([N:14]1[CH2:19][CH2:18][C:17]2[N:20]([C:23]3[CH:28]=[CH:27][CH:26]=[CH:25][N:24]=3)[CH:21]=[N:22][C:16]=2[CH:15]1[C:29](O)=[O:30])=[O:13].Cl.[CH3:33][NH:34][CH3:35].CN(C(ON1N=NC2C=CC=NC1=2)=[N+](C)C)C.F[P-](F)(F)(F)(F)F.CCN(C(C)C)C(C)C. The catalyst is CN(C=O)C.CCOC(C)=O. The product is [Cl:1][C:2]1[C:7]([C:8]([F:11])([F:9])[F:10])=[CH:6][CH:5]=[CH:4][C:3]=1[C:12]([N:14]1[CH2:19][CH2:18][C:17]2[N:20]([C:23]3[CH:28]=[CH:27][CH:26]=[CH:25][N:24]=3)[CH:21]=[N:22][C:16]=2[CH:15]1[C:29]([N:34]([CH3:35])[CH3:33])=[O:30])=[O:13]. The yield is 0.530. (4) The reactants are Cl[C:2]1[N:7]=[C:6]([CH2:8][CH2:9][C:10]2[CH:15]=[CH:14][CH:13]=[CH:12][C:11]=2[CH2:16][C:17]([NH2:19])=[O:18])[C:5]([CH3:20])=[CH:4][N:3]=1.[NH2:21][C:22]1[CH:27]=[CH:26][C:25]([CH:28]([NH:30][C:31](=[O:37])[O:32][C:33]([CH3:36])([CH3:35])[CH3:34])[CH3:29])=[CH:24][CH:23]=1.C([O-])([O-])=O.[Cs+].[Cs+].CC1(C)C2C(=C(P(C3C=CC=CC=3)C3C=CC=CC=3)C=CC=2)OC2C(P(C3C=CC=CC=3)C3C=CC=CC=3)=CC=CC1=2. The catalyst is O1CCOCC1.CC([O-])=O.CC([O-])=O.[Pd+2]. The product is [NH2:19][C:17](=[O:18])[CH2:16][C:11]1[CH:12]=[CH:13][CH:14]=[CH:15][C:10]=1[CH2:9][CH2:8][C:6]1[C:5]([CH3:20])=[CH:4][N:3]=[C:2]([NH:21][C:22]2[CH:27]=[CH:26][C:25]([CH:28]([NH:30][C:31](=[O:37])[O:32][C:33]([CH3:36])([CH3:35])[CH3:34])[CH3:29])=[CH:24][CH:23]=2)[N:7]=1. The yield is 0.290.